Dataset: Full USPTO retrosynthesis dataset with 1.9M reactions from patents (1976-2016). Task: Predict the reactants needed to synthesize the given product. (1) Given the product [CH2:39]([O:38][C:36](=[O:37])[NH:1][C@@H:2]1[CH2:7][CH2:6][N:5]([C:8]2[CH:13]=[C:12]([C:14]#[N:15])[CH:11]=[C:10]([NH2:16])[C:9]=2[Cl:24])[CH2:4][C@H:3]1[OH:25])[CH3:40], predict the reactants needed to synthesize it. The reactants are: [NH2:1][C@@H:2]1[CH2:7][CH2:6][N:5]([C:8]2[C:9]([Cl:24])=[C:10]([NH:16]C(=O)OC(C)(C)C)[CH:11]=[C:12]([C:14]#[N:15])[CH:13]=2)[CH2:4][C@H:3]1[OH:25].CCN(C(C)C)C(C)C.Cl[C:36]([O:38][CH2:39][CH3:40])=[O:37].C(O)(C(F)(F)F)=O. (2) Given the product [I:1][C:2]1[CH:3]=[C:4]2[C:8](=[CH:9][CH:10]=1)[NH:7][C:6](=[O:11])[C:5]2=[N:46][NH:45][C:43]([C:42]1[CH:54]=[CH:55][C:39]([O:38][C@@H:27]([CH2:20][C:21]2[CH:22]=[CH:23][CH:24]=[CH:25][CH:26]=2)[C:28]([O:30][CH2:31][C:32]2[CH:37]=[CH:36][CH:35]=[CH:34][CH:33]=2)=[O:29])=[CH:40][CH:41]=1)=[O:44], predict the reactants needed to synthesize it. The reactants are: [I:1][C:2]1[CH:3]=[C:4]2[C:8](=[CH:9][CH:10]=1)[NH:7][C:6](=[O:11])[C:5]2=O.C(O)(C(F)(F)F)=O.[CH2:20]([C@H:27]([O:38][C:39]1[CH:55]=[CH:54][C:42]([C:43]([NH:45][NH:46]C(OC(C)(C)C)=O)=[O:44])=[CH:41][CH:40]=1)[C:28]([O:30][CH2:31][C:32]1[CH:37]=[CH:36][CH:35]=[CH:34][CH:33]=1)=[O:29])[C:21]1[CH:26]=[CH:25][CH:24]=[CH:23][CH:22]=1. (3) Given the product [OH:28][CH:26]([CH3:27])[C@H:25]([NH:24][C:7](=[O:9])[C:6]1[CH:10]=[C:11]([C:14]#[C:15][C:16]2[CH:21]=[CH:20][CH:19]=[CH:18][C:17]=2[O:22][CH3:23])[CH:12]=[CH:13][C:5]=1[O:4][CH:1]([CH3:2])[CH3:3])[CH2:29][C:30]1[C:38]2[C:33](=[CH:34][CH:35]=[CH:36][CH:37]=2)[NH:32][CH:31]=1, predict the reactants needed to synthesize it. The reactants are: [CH:1]([O:4][C:5]1[CH:13]=[CH:12][C:11]([C:14]#[C:15][C:16]2[CH:21]=[CH:20][CH:19]=[CH:18][C:17]=2[O:22][CH3:23])=[CH:10][C:6]=1[C:7]([OH:9])=O)([CH3:3])[CH3:2].[NH2:24][CH:25]([CH2:29][C:30]1[C:38]2[C:33](=[CH:34][CH:35]=[CH:36][CH:37]=2)[NH:32][CH:31]=1)[C@H:26]([OH:28])[CH3:27].C1C=CC2N(O)N=NC=2C=1.CCN=C=NCCCN(C)C. (4) Given the product [C:1]1([C:7]2[CH:8]=[C:9]([C:16]3[O:20][N:19]=[C:18]([C:21]4[CH:22]=[C:23]([CH2:26][N:27]5[CH2:30][CH:29]([C:31]([OH:33])=[O:32])[CH2:28]5)[O:24][CH:25]=4)[N:17]=3)[S:10][C:11]=2[C:12]([F:14])([F:13])[F:15])[CH:2]=[CH:3][CH:4]=[CH:5][CH:6]=1, predict the reactants needed to synthesize it. The reactants are: [C:1]1([C:7]2[CH:8]=[C:9]([C:16]3[O:20][N:19]=[C:18]([C:21]4[CH:22]=[C:23]([CH2:26][N:27]5[CH2:30][CH:29]([C:31]([O:33]CC)=[O:32])[CH2:28]5)[O:24][CH:25]=4)[N:17]=3)[S:10][C:11]=2[C:12]([F:15])([F:14])[F:13])[CH:6]=[CH:5][CH:4]=[CH:3][CH:2]=1.O.[OH-].[Li+].C(O)(=O)C.C(O)(=O)C(O)=O. (5) Given the product [NH2:7][CH2:8][CH2:9][CH2:10][CH2:11][NH:12][C:13](=[O:35])[C:14]1[CH:19]=[CH:18][C:17]([C:20]([NH:21][CH2:22][CH2:23][CH2:24][CH2:25][NH2:26])=[O:34])=[CH:16][CH:15]=1, predict the reactants needed to synthesize it. The reactants are: C(OC(=O)[NH:7][CH2:8][CH2:9][CH2:10][CH2:11][NH:12][C:13](=[O:35])[C:14]1[CH:19]=[CH:18][C:17]([C:20](=[O:34])[NH:21][CH2:22][CH2:23][CH2:24][CH2:25][NH:26]C(OC(C)(C)C)=O)=[CH:16][CH:15]=1)(C)(C)C.C(O)(C(F)(F)F)=O. (6) Given the product [CH3:36][O:35][C:34]1[CH:33]=[C:32]([O:37][CH3:38])[CH:31]=[C:30]([O:39][CH3:40])[C:29]=1/[CH:28]=[CH:27]/[CH:18]([S:16]([CH:7](/[CH:6]=[CH:5]/[C:4]1[C:41]([O:47][CH3:48])=[CH:42][C:43]([O:45][CH3:46])=[CH:44][C:3]=1[O:2][CH3:1])[C:8]1[CH:13]=[CH:12][C:11]([O:14][CH3:15])=[CH:10][CH:9]=1)(=[O:49])=[O:17])[C:19]1[CH:20]=[CH:21][C:22]([O:25][CH3:26])=[CH:23][CH:24]=1, predict the reactants needed to synthesize it. The reactants are: [CH3:1][O:2][C:3]1[CH:44]=[C:43]([O:45][CH3:46])[CH:42]=[C:41]([O:47][CH3:48])[C:4]=1/[CH:5]=[CH:6]/[CH:7]([S:16]([CH:18](/[CH:27]=[CH:28]/[C:29]1[C:34]([O:35][CH3:36])=[CH:33][C:32]([O:37][CH3:38])=[CH:31][C:30]=1[O:39][CH3:40])[C:19]1[CH:24]=[CH:23][C:22]([O:25][CH3:26])=[CH:21][CH:20]=1)=[O:17])[C:8]1[CH:13]=[CH:12][C:11]([O:14][CH3:15])=[CH:10][CH:9]=1.[OH:49]O.